Dataset: Full USPTO retrosynthesis dataset with 1.9M reactions from patents (1976-2016). Task: Predict the reactants needed to synthesize the given product. (1) The reactants are: I[C:2]1[CH:12]=[CH:11][C:5]([C:6]([O:8][CH2:9][CH3:10])=[O:7])=[CH:4][CH:3]=1.[CH2:13]([OH:16])[CH:14]=[CH2:15].C(=O)(O)[O-].[Na+].C1(C)C=CC=CC=1. Given the product [CH2:9]([O:8][C:6](=[O:7])[C:5]1[CH:11]=[CH:12][C:2]([CH2:15][CH2:14][CH:13]=[O:16])=[CH:3][CH:4]=1)[CH3:10], predict the reactants needed to synthesize it. (2) Given the product [CH:23]1([C:19]2[CH:20]=[C:21]([CH3:22])[C:16]([N:13]3[CH2:14][CH2:15][N:10]([C:8]([C:5]4[CH:6]=[CH:7][C:2]([N:36]5[CH2:35][C:34]([CH3:40])([CH3:33])[O:38][C:37]5=[O:39])=[CH:3][C:4]=4[N:26]4[CH2:30][CH2:29][CH2:28][S:27]4(=[O:32])=[O:31])=[O:9])[CH2:11][CH2:12]3)=[N:17][CH:18]=2)[CH2:25][CH2:24]1, predict the reactants needed to synthesize it. The reactants are: Br[C:2]1[CH:7]=[CH:6][C:5]([C:8]([N:10]2[CH2:15][CH2:14][N:13]([C:16]3[C:21]([CH3:22])=[CH:20][C:19]([CH:23]4[CH2:25][CH2:24]4)=[CH:18][N:17]=3)[CH2:12][CH2:11]2)=[O:9])=[C:4]([N:26]2[CH2:30][CH2:29][CH2:28][S:27]2(=[O:32])=[O:31])[CH:3]=1.[CH3:33][C:34]1([CH3:40])[O:38][C:37](=[O:39])[N:36]=[CH:35]1. (3) Given the product [CH3:18][C:4]1[N:3]=[C:2]([C:19]#[N:20])[CH:7]=[C:6]([C:8]2[CH:9]=[N:10][C:11]([C:14]([F:17])([F:16])[F:15])=[CH:12][CH:13]=2)[N:5]=1, predict the reactants needed to synthesize it. The reactants are: Cl[C:2]1[CH:7]=[C:6]([C:8]2[CH:9]=[N:10][C:11]([C:14]([F:17])([F:16])[F:15])=[CH:12][CH:13]=2)[N:5]=[C:4]([CH3:18])[N:3]=1.[CH3:19][N:20](C=O)C. (4) Given the product [CH2:16]([O:15][C:14]([NH:13][C:10]1[CH:11]=[CH:12][C:7](/[CH:5]=[C:24](/[N:25]=[N+:26]=[N-:27])\[C:23]([O:22][CH2:20][CH3:21])=[O:28])=[CH:8][CH:9]=1)=[O:19])[CH:17]=[CH2:18], predict the reactants needed to synthesize it. The reactants are: [O-]CC.[Na+].[CH:5]([C:7]1[CH:12]=[CH:11][C:10]([NH:13][C:14](=[O:19])[O:15][CH2:16][CH:17]=[CH2:18])=[CH:9][CH:8]=1)=O.[CH2:20]([O:22][C:23](=[O:28])[CH2:24][N:25]=[N+:26]=[N-:27])[CH3:21].O1CCCC1.